Dataset: Catalyst prediction with 721,799 reactions and 888 catalyst types from USPTO. Task: Predict which catalyst facilitates the given reaction. (1) Reactant: [C:1]([C:3]1[CH:4]=[C:5]([CH:16]=[CH:17][CH:18]=1)[C:6]([NH:8][C:9]1[C:10]([NH2:15])=[CH:11][CH:12]=[CH:13][CH:14]=1)=[O:7])#[N:2].C(N(CC)CC)C.[Cl:26][C:27]1[C:28]2[CH:38]=[CH:37][CH:36]=[CH:35][C:29]=2[S:30][C:31]=1[C:32](Cl)=[O:33]. Product: [C:1]([C:3]1[CH:4]=[C:5]([CH:16]=[CH:17][CH:18]=1)[C:6]([NH:8][C:9]1[C:10]([NH:15][C:32]([C:31]2[S:30][C:29]3[CH:35]=[CH:36][CH:37]=[CH:38][C:28]=3[C:27]=2[Cl:26])=[O:33])=[CH:11][CH:12]=[CH:13][CH:14]=1)=[O:7])#[N:2]. The catalyst class is: 2. (2) Reactant: C(Cl)(=O)C.[C:5]([C:7]1[CH:8]=[C:9]([C:22]#[C:23][CH2:24][C@H:25]([NH:30]C(OC(C)(C)C)=O)[C:26]([O:28][CH3:29])=[O:27])[CH:10]=[CH:11][C:12]=1[O:13][CH2:14][C:15]1[CH:20]=[CH:19][CH:18]=[CH:17][C:16]=1[F:21])#[N:6].CO. Product: [NH2:30][C@@H:25]([CH2:24][C:23]#[C:22][C:9]1[CH:10]=[CH:11][C:12]([O:13][CH2:14][C:15]2[CH:20]=[CH:19][CH:18]=[CH:17][C:16]=2[F:21])=[C:7]([C:5]#[N:6])[CH:8]=1)[C:26]([O:28][CH3:29])=[O:27]. The catalyst class is: 13. (3) Reactant: [C:1]([O:5][C:6]([NH:8][C:9]([O:11][C:12]([CH3:15])([CH3:14])[CH3:13])=[O:10])=[O:7])([CH3:4])([CH3:3])[CH3:2].[H-].[Na+].[CH2:18]([O:25][C:26]1[CH:31]=[CH:30][CH:29]=[C:28]([CH2:32]Cl)[CH:27]=1)[C:19]1[CH:24]=[CH:23][CH:22]=[CH:21][CH:20]=1.ClCCl. Product: [C:12]([O:11][C:9]([N:8]([CH2:32][C:28]1[CH:29]=[CH:30][CH:31]=[C:26]([O:25][CH2:18][C:19]2[CH:24]=[CH:23][CH:22]=[CH:21][CH:20]=2)[CH:27]=1)[C:6]([O:5][C:1]([CH3:4])([CH3:3])[CH3:2])=[O:7])=[O:10])([CH3:15])([CH3:14])[CH3:13]. The catalyst class is: 35.